From a dataset of NCI-60 drug combinations with 297,098 pairs across 59 cell lines. Regression. Given two drug SMILES strings and cell line genomic features, predict the synergy score measuring deviation from expected non-interaction effect. (1) Drug 1: CN(C(=O)NC(C=O)C(C(C(CO)O)O)O)N=O. Drug 2: C1C(C(OC1N2C=NC(=NC2=O)N)CO)O. Cell line: UO-31. Synergy scores: CSS=8.31, Synergy_ZIP=-2.52, Synergy_Bliss=0.766, Synergy_Loewe=-3.92, Synergy_HSA=0.117. (2) Drug 1: C1C(C(OC1N2C=C(C(=O)NC2=O)F)CO)O. Drug 2: COC1=C2C(=CC3=C1OC=C3)C=CC(=O)O2. Cell line: MALME-3M. Synergy scores: CSS=2.53, Synergy_ZIP=-1.05, Synergy_Bliss=-0.673, Synergy_Loewe=1.67, Synergy_HSA=-1.21. (3) Drug 1: COC1=CC(=CC(=C1O)OC)C2C3C(COC3=O)C(C4=CC5=C(C=C24)OCO5)OC6C(C(C7C(O6)COC(O7)C8=CC=CS8)O)O. Drug 2: CC1=C(N=C(N=C1N)C(CC(=O)N)NCC(C(=O)N)N)C(=O)NC(C(C2=CN=CN2)OC3C(C(C(C(O3)CO)O)O)OC4C(C(C(C(O4)CO)O)OC(=O)N)O)C(=O)NC(C)C(C(C)C(=O)NC(C(C)O)C(=O)NCCC5=NC(=CS5)C6=NC(=CS6)C(=O)NCCC[S+](C)C)O. Cell line: CAKI-1. Synergy scores: CSS=57.4, Synergy_ZIP=2.43, Synergy_Bliss=2.36, Synergy_Loewe=6.34, Synergy_HSA=8.18.